Dataset: Reaction yield outcomes from USPTO patents with 853,638 reactions. Task: Predict the reaction yield, written as a fraction of the theoretical maximum amount of product (1.0 means a 100% yield; for example, 0.34 means a 34% yield). (1) The reactants are [C:1]1([C:7]2[CH:15]=[CH:14][CH:13]=[C:12]3[C:8]=2[C:9]2[CH:19]=[CH:18][CH:17]=[N:16][C:10]=2[NH:11]3)[CH:6]=[CH:5][CH:4]=[CH:3][CH:2]=1.[C:20]1(C)C=CC=C(B(O)O)C=1. No catalyst specified. The product is [C:5]1([CH3:20])[CH:4]=[CH:3][CH:2]=[C:1]([C:7]2[CH:15]=[CH:14][CH:13]=[C:12]3[C:8]=2[C:9]2[CH:19]=[CH:18][CH:17]=[N:16][C:10]=2[NH:11]3)[CH:6]=1. The yield is 0.180. (2) The reactants are C([O:5][C:6]([N:8]1[CH2:12][CH2:11][CH2:10][CH:9]1[C:13]1[NH:14][C:15]([C:18]2[CH:27]=[CH:26][C:25]3[C:20](=[CH:21][CH:22]=[C:23]([C:28]4[CH:33]=[CH:32][C:31]([C:34]5[NH:35][C:36]([CH:39]6[CH:44]7[CH2:45][CH:41]([CH2:42][CH2:43]7)[N:40]6[C:46](=[O:59])[CH:47]([NH:54][C:55]([O:57][CH3:58])=[O:56])[CH:48]6[CH2:53][CH2:52][O:51][CH2:50][CH2:49]6)=[N:37][CH:38]=5)=[CH:30][CH:29]=4)[CH:24]=3)[CH:19]=2)=[CH:16][N:17]=1)=O)(C)(C)C.Cl.[CH3:61][O:62][C:63]([NH:65][CH:66]([C:70]1[CH:75]=[CH:74][CH:73]=[CH:72][CH:71]=1)C(O)=O)=[O:64].CCN(C(C)C)C(C)C.CCOC(C(C#N)=NOC(N1CCOCC1)=[N+](C)C)=O.F[P-](F)(F)(F)(F)F. The catalyst is C(Cl)Cl.CO. The product is [CH3:58][O:57][C:55](=[O:56])[NH:54][CH:47]([CH:48]1[CH2:53][CH2:52][O:51][CH2:50][CH2:49]1)[C:46]([N:40]1[CH:39]([C:36]2[NH:35][C:34]([C:31]3[CH:30]=[CH:29][C:28]([C:23]4[CH:22]=[CH:21][C:20]5[C:25](=[CH:26][CH:27]=[C:18]([C:15]6[NH:14][C:13]([CH:9]7[CH2:10][CH2:11][CH2:12][N:8]7[C:6](=[O:5])[CH:66]([NH:65][C:63]([O:62][CH3:61])=[O:64])[C:70]7[CH:75]=[CH:74][CH:73]=[CH:72][CH:71]=7)=[N:17][CH:16]=6)[CH:19]=5)[CH:24]=4)=[CH:33][CH:32]=3)=[CH:38][N:37]=2)[CH:44]2[CH2:43][CH:42]1[CH2:41][CH2:45]2)=[O:59]. The yield is 0.720.